Regression/Classification. Given a drug SMILES string, predict its absorption, distribution, metabolism, or excretion properties. Task type varies by dataset: regression for continuous measurements (e.g., permeability, clearance, half-life) or binary classification for categorical outcomes (e.g., BBB penetration, CYP inhibition). Dataset: cyp2d6_veith. From a dataset of CYP2D6 inhibition data for predicting drug metabolism from PubChem BioAssay. (1) The compound is COC(=O)N1CCC2(CCCN(C(c3ccccc3)c3ccccc3)C2)CC1. The result is 1 (inhibitor). (2) The molecule is O=C(O)CC12C[C@H]3C[C@@H](CC(O)(C3)C1)C2. The result is 0 (non-inhibitor). (3) The drug is Cc1noc(C)c1-c1cncnc1Nc1ccccc1. The result is 0 (non-inhibitor). (4) The molecule is O=C(O)CCc1nn2c3ccccc3nc2n(CCN2CCCCC2)c1=O. The result is 0 (non-inhibitor). (5) The molecule is Nc1nc(C(=O)O)c(N=Nc2ccccc2)c(=O)[nH]1. The result is 0 (non-inhibitor). (6) The compound is Cc1nc2c(OCc3ccccc3)cccn2c1CC#N. The result is 0 (non-inhibitor). (7) The molecule is COc1cc(C(=O)O)c([N+](=O)[O-])c(OC)c1OC. The result is 0 (non-inhibitor). (8) The result is 0 (non-inhibitor). The compound is O=C(O)c1cc(C(=O)O)cc(N2C(=O)c3ccccc3C2=O)c1.